From a dataset of Forward reaction prediction with 1.9M reactions from USPTO patents (1976-2016). Predict the product of the given reaction. (1) Given the reactants C1([CH2:4][O:5][C:6]2[CH:14]=[CH:13][C:9]3[O:10][CH2:11][O:12][C:8]=3[C:7]=2[C:15]2[C:16]3[NH:23][C:22]([CH3:24])=[C:21]([C:25]([OH:27])=O)[C:17]=3[N:18]=[CH:19][N:20]=2)CC1.CCN([CH:34]([CH3:36])[CH3:35])C(C)C.[NH2:37][C@H:38]([CH2:68][C:69]1[CH:74]=[CH:73][C:72]([C:75]([CH3:78])([CH3:77])[CH3:76])=[CH:71][CH:70]=1)[C:39]([N:41]1[CH2:46][CH2:45][CH:44]([N:47]2[N:56]=[C:55]([C:57]3[CH:62]=[CH:61][C:60]([O:63][CH3:64])=[C:59]([O:65][CH3:66])[CH:58]=3)[C@@H:54]3[C@@H:49]([CH2:50][CH2:51][CH2:52][CH2:53]3)[C:48]2=[O:67])[CH2:43][CH2:42]1)=[O:40].CCOC(C(C#N)=NOC(N1CCOCC1)=[N+](C)C)=O.F[P-](F)(F)(F)(F)F.C(=O)(O)[O-].[Na+], predict the reaction product. The product is: [C:75]([C:72]1[CH:71]=[CH:70][C:69]([CH2:68][C@@H:38]([NH:37][C:25]([C:21]2[C:17]3[N:18]=[CH:19][N:20]=[C:15]([C:7]4[C:8]5[O:12][CH2:11][O:10][C:9]=5[CH:13]=[CH:14][C:6]=4[O:5][CH2:4][CH:34]4[CH2:36][CH2:35]4)[C:16]=3[NH:23][C:22]=2[CH3:24])=[O:27])[C:39]([N:41]2[CH2:42][CH2:43][CH:44]([N:47]3[N:56]=[C:55]([C:57]4[CH:62]=[CH:61][C:60]([O:63][CH3:64])=[C:59]([O:65][CH3:66])[CH:58]=4)[C@@H:54]4[C@@H:49]([CH2:50][CH2:51][CH2:52][CH2:53]4)[C:48]3=[O:67])[CH2:45][CH2:46]2)=[O:40])=[CH:74][CH:73]=1)([CH3:78])([CH3:77])[CH3:76]. (2) Given the reactants S(Br)(C)(=O)=O.[Li]C(C)(C)C.[CH3:11][O:12][C:13]1[CH:22]=[CH:21][C:20]2[C:15](=[CH:16][CH:17]=[CH:18][CH:19]=2)[N:14]=1.[C:23]([O:27][C:28](=[O:37])[NH:29][CH2:30][C:31](N(OC)C)=[O:32])([CH3:26])([CH3:25])[CH3:24], predict the reaction product. The product is: [C:23]([O:27][C:28](=[O:37])[NH:29][CH2:30][C:31]([C:22]1[C:13]([O:12][CH3:11])=[N:14][C:15]2[C:20]([CH:21]=1)=[CH:19][CH:18]=[CH:17][CH:16]=2)=[O:32])([CH3:26])([CH3:24])[CH3:25]. (3) Given the reactants C([O:3][C:4](=[O:22])[C@@H:5]([O:20][CH3:21])[CH2:6][C:7]1[CH:12]=[CH:11][C:10]([O:13][C:14]([C:17]([OH:19])=O)([CH3:16])[CH3:15])=[CH:9][CH:8]=1)C.C(N)CCCCCC.C(O[C@@H](CC1C=CC(O[C@@H](C(=O)[NH:49][CH2:50][CH2:51][C:52]2[CH:57]=[CH:56][C:55](OC3C=CC=CC=3)=[CH:54][CH:53]=2)C)=CC=1)C(O)=O)C, predict the reaction product. The product is: [CH3:21][O:20][C@@H:5]([CH2:6][C:7]1[CH:8]=[CH:9][C:10]([O:13][C:14]([CH3:15])([C:17](=[O:19])[NH:49][CH2:50][CH2:51][CH2:52][CH2:53][CH2:54][CH2:55][CH2:56][CH3:57])[CH3:16])=[CH:11][CH:12]=1)[C:4]([OH:3])=[O:22]. (4) The product is: [CH2:19]1[CH:23]2[CH:24]3[CH:28]=[CH:27][CH:26]([CH:22]2[CH:21]=[CH:20]1)[CH2:25]3.[CH:1]([C:3]12[CH2:9][CH:6]([CH2:7][CH2:8]1)[CH:5]=[CH:4]2)=[CH2:2]. Given the reactants [CH:1]([C:3]12[CH2:9][CH:6]([CH2:7][CH2:8]1)[CH:5]=[CH:4]2)=[CH2:2].C1CC=CC=1.C=CC=C.[CH2:19]1[CH:23]2[CH:24]3[CH:28]=[CH:27][CH:26]([CH:22]2[CH:21]=[CH:20]1)[CH2:25]3, predict the reaction product.